This data is from Retrosynthesis with 50K atom-mapped reactions and 10 reaction types from USPTO. The task is: Predict the reactants needed to synthesize the given product. (1) Given the product CCOC(=O)C(=Cc1cc(Cl)ccc1[N+](=O)[O-])C(=O)OCC, predict the reactants needed to synthesize it. The reactants are: CCOC(=O)CC(=O)OCC.O=Cc1cc(Cl)ccc1[N+](=O)[O-]. (2) Given the product COC(=O)c1ccncc1, predict the reactants needed to synthesize it. The reactants are: O=C(O)c1ccncc1.O=C([O-])[O-]. (3) Given the product COc1nc(NCCN(C(=O)OC(C)(C)C)C(C)C)nc(OC)c1NC(=O)c1csc(Oc2cc(C(C)(C)C)ccc2Br)n1, predict the reactants needed to synthesize it. The reactants are: CC(C)(C)c1ccc(Br)c(O)c1.COc1nc(NCCN(C(=O)OC(C)(C)C)C(C)C)nc(OC)c1NC(=O)c1csc(Br)n1. (4) Given the product CCS(=O)(=O)c1ccc(NC(=O)CCCc2ccc(B(O)O)cc2C)cc1C#N, predict the reactants needed to synthesize it. The reactants are: CCS(=O)(=O)c1ccc(NC(=O)CCCc2ccc(B3OCC(C)(C)CO3)cc2C)cc1C#N. (5) Given the product O=S(=O)(NCCO)c1ccc(Br)s1, predict the reactants needed to synthesize it. The reactants are: NCCO.O=S(=O)(Cl)c1ccc(Br)s1.